From a dataset of NCI-60 drug combinations with 297,098 pairs across 59 cell lines. Regression. Given two drug SMILES strings and cell line genomic features, predict the synergy score measuring deviation from expected non-interaction effect. (1) Drug 1: CS(=O)(=O)C1=CC(=C(C=C1)C(=O)NC2=CC(=C(C=C2)Cl)C3=CC=CC=N3)Cl. Drug 2: C1CCC(C1)C(CC#N)N2C=C(C=N2)C3=C4C=CNC4=NC=N3. Cell line: RXF 393. Synergy scores: CSS=14.8, Synergy_ZIP=-3.20, Synergy_Bliss=2.52, Synergy_Loewe=2.16, Synergy_HSA=2.79. (2) Drug 1: C1CN1C2=NC(=NC(=N2)N3CC3)N4CC4. Drug 2: C1=NC2=C(N1)C(=S)N=C(N2)N. Cell line: KM12. Synergy scores: CSS=38.6, Synergy_ZIP=-6.82, Synergy_Bliss=-5.23, Synergy_Loewe=-5.05, Synergy_HSA=0.460.